This data is from Reaction yield outcomes from USPTO patents with 853,638 reactions. The task is: Predict the reaction yield, written as a fraction of the theoretical maximum amount of product (1.0 means a 100% yield; for example, 0.34 means a 34% yield). (1) The reactants are [NH2:1][C:2]1[CH:3]=[N:4][N:5]([CH3:20])[C:6]=1[C:7]1[CH2:12][CH2:11][N:10]([C:13]([O:15][C:16]([CH3:19])([CH3:18])[CH3:17])=[O:14])[CH2:9][CH:8]=1.CCN(C(C)C)C(C)C.C1CN([P+](ON2N=NC3C=CC=CC2=3)(N2CCCC2)N2CCCC2)CC1.F[P-](F)(F)(F)(F)F.[C:63]([O:67][C:68]([NH:70][C:71]1[S:75][C:74]([C:76]2[C:81]([F:82])=[CH:80][CH:79]=[CH:78][C:77]=2[F:83])=[N:73][C:72]=1[C:84](O)=[O:85])=[O:69])([CH3:66])([CH3:65])[CH3:64]. The catalyst is C(Cl)Cl. The product is [F:83][C:77]1[CH:78]=[CH:79][CH:80]=[C:81]([F:82])[C:76]=1[C:74]1[S:75][C:71]([NH:70][C:68](=[O:69])[O:67][C:63]([CH3:65])([CH3:64])[CH3:66])=[C:72]([C:84](=[O:85])[NH:1][C:2]2[CH:3]=[N:4][N:5]([CH3:20])[C:6]=2[C:7]2[CH2:12][CH2:11][N:10]([C:13]([O:15][C:16]([CH3:17])([CH3:19])[CH3:18])=[O:14])[CH2:9][CH:8]=2)[N:73]=1. The yield is 0.290. (2) The reactants are [CH3:1][O:2][C:3]([NH:5][CH:6]([CH:10]([CH3:12])[CH3:11])[C:7]([OH:9])=O)=[O:4].CN(C(ON1N=NC2C=CC=NC1=2)=[N+](C)C)C.F[P-](F)(F)(F)(F)F.[CH2:37]([O:39][C:40]([CH:42]1[CH2:49][C:45]2([CH2:48][CH2:47][CH2:46]2)[O:44][NH:43]1)=[O:41])[CH3:38].C(N(C(C)C)CC)(C)C. The catalyst is CN(C)C=O.C(OCC)(=O)C. The product is [CH2:37]([O:39][C:40]([CH:42]1[CH2:49][C:45]2([CH2:46][CH2:47][CH2:48]2)[O:44][N:43]1[C:7](=[O:9])[CH:6]([NH:5][C:3]([O:2][CH3:1])=[O:4])[CH:10]([CH3:12])[CH3:11])=[O:41])[CH3:38]. The yield is 0.720. (3) The reactants are [F:1][C:2]1[CH:3]=[C:4]([C:10]2[C:11]([C:17]3[CH:22]=[CH:21][C:20]([O:23][CH3:24])=[CH:19][CH:18]=3)=[CH:12][C:13](=[O:16])[NH:14][N:15]=2)[CH:5]=[CH:6][C:7]=1[O:8][CH3:9].[Cl:25][C:26]1[CH:35]=[CH:34][C:29]([CH:30]=[CH:31][CH2:32]Cl)=[CH:28][CH:27]=1. No catalyst specified. The product is [Cl:25][C:26]1[CH:35]=[CH:34][C:29]([CH:30]=[CH:31][CH2:32][N:14]2[C:13](=[O:16])[CH:12]=[C:11]([C:17]3[CH:18]=[CH:19][C:20]([O:23][CH3:24])=[CH:21][CH:22]=3)[C:10]([C:4]3[CH:5]=[CH:6][C:7]([O:8][CH3:9])=[C:2]([F:1])[CH:3]=3)=[N:15]2)=[CH:28][CH:27]=1. The yield is 0.725. (4) The reactants are C([O:8][C:9]1[C:10]([O:19][CH3:20])=[CH:11][C:12]2[S:16][C:15]([CH3:17])=[N:14][C:13]=2[CH:18]=1)C1C=CC=CC=1.CN(C)C1C=CC=CC=1.[Al+3].[Cl-].[Cl-].[Cl-]. The catalyst is ClCCl. The product is [CH3:20][O:19][C:10]1[C:9]([OH:8])=[CH:18][C:13]2[N:14]=[C:15]([CH3:17])[S:16][C:12]=2[CH:11]=1. The yield is 0.820.